Task: Predict the reactants needed to synthesize the given product.. Dataset: Full USPTO retrosynthesis dataset with 1.9M reactions from patents (1976-2016) (1) Given the product [O-:8][P:6]([O-:10])([O-:9])=[O:7].[O-:8][P:6]([O-:10])([O-:9])=[O:7].[Ca+2:5].[Ca+2:5].[Ca+2:5], predict the reactants needed to synthesize it. The reactants are: C(=O)([O-])[O-].[Ca+2:5].[P:6]([O-:10])([O-:9])([O-:8])=[O:7].[Ca+2].[Ca+2]. (2) Given the product [NH2:2][C:1]1[C:3]([C:4]([O:6][CH2:7][CH3:8])=[O:5])=[C:9]([CH3:10])[NH:15][N:14]=1, predict the reactants needed to synthesize it. The reactants are: [C:1](/[C:3](=[C:9](\OCC)/[CH3:10])/[C:4]([O:6][CH2:7][CH3:8])=[O:5])#[N:2].[NH2:14][NH2:15]. (3) Given the product [Cl:66][C:67]1[CH:68]=[CH:69][C:70]([O:95][CH3:96])=[C:71]([CH:94]=1)[CH2:72][CH:73]1[C:79](=[O:80])[N:78]([C:81]([NH:83][C:84]2[CH:92]=[CH:91][C:87]([C:88]([O:90][CH3:2])=[O:89])=[CH:86][CH:85]=2)=[O:82])[CH2:77][C:76](=[O:93])[NH:75][CH2:74]1, predict the reactants needed to synthesize it. The reactants are: Cl[C:2]1C=CC(S(N2C(=O)/C(=C/C3C=C(Cl)C=CC=3OC)/CNC(=O)C2)(=O)=O)=CC=1C(OC)=O.ClC1C=CC(S(N2C(=O)/C(=C/C3C=C(Cl)C=CC=3OC)/CNC(=O)C2)(=O)=O)=CC=1C(O)=O.[Cl:66][C:67]1[CH:68]=[CH:69][C:70]([O:95][CH3:96])=[C:71]([CH:94]=1)[CH2:72][CH:73]1[C:79](=[O:80])[N:78]([C:81]([NH:83][C:84]2[CH:92]=[CH:91][C:87]([C:88]([OH:90])=[O:89])=[CH:86][CH:85]=2)=[O:82])[CH2:77][C:76](=[O:93])[NH:75][CH2:74]1.